This data is from Full USPTO retrosynthesis dataset with 1.9M reactions from patents (1976-2016). The task is: Predict the reactants needed to synthesize the given product. Given the product [NH2:19][C:15]1[N:16]=[C:17]([CH3:18])[C:12]([CH2:11][C:10]2[CH:26]=[CH:27][C:7]([OH:6])=[CH:8][CH:9]=2)=[C:13]([NH:20][CH2:21][CH2:22][CH2:23][CH2:24][CH3:25])[N:14]=1, predict the reactants needed to synthesize it. The reactants are: B(Br)(Br)Br.C[O:6][C:7]1[CH:27]=[CH:26][C:10]([CH2:11][C:12]2[C:13]([NH:20][CH2:21][CH2:22][CH2:23][CH2:24][CH3:25])=[N:14][C:15]([NH2:19])=[N:16][C:17]=2[CH3:18])=[CH:9][CH:8]=1.O.